Dataset: Peptide-MHC class II binding affinity with 134,281 pairs from IEDB. Task: Regression. Given a peptide amino acid sequence and an MHC pseudo amino acid sequence, predict their binding affinity value. This is MHC class II binding data. The peptide sequence is AVSMTGVMRGNHYAF. The MHC is HLA-DQA10102-DQB10501 with pseudo-sequence HLA-DQA10102-DQB10501. The binding affinity (normalized) is 0.728.